Dataset: Full USPTO retrosynthesis dataset with 1.9M reactions from patents (1976-2016). Task: Predict the reactants needed to synthesize the given product. Given the product [NH:31]1[C:30]2[C:34](=[CH:36][CH:37]=[CH:38][CH:39]=2)[CH2:33][CH2:32]1, predict the reactants needed to synthesize it. The reactants are: CN(C(ON1N=NC2C=CC=NC1=2)=[N+](C)C)C.F[P-](F)(F)(F)(F)F.N1([C:30]2[N:31]=[CH:32][C:33]3[CH:38]([C:39](O)=O)[CH2:37][CH2:36][C:34]=3N=2)C=NN=N1.FC1C(C#N)=C(C)C([C@@H]2OC[C@@H]3CNCCN3C2)=CC=1.CCN(C(C)C)C(C)C.